This data is from Reaction yield outcomes from USPTO patents with 853,638 reactions. The task is: Predict the reaction yield, written as a fraction of the theoretical maximum amount of product (1.0 means a 100% yield; for example, 0.34 means a 34% yield). (1) The reactants are [C:1]12([CH2:11][O:12][C:13]3[CH:20]=[CH:19][C:16]([C:17]#[N:18])=[CH:15][C:14]=3Br)[CH2:10][CH:5]3[CH2:6][CH:7]([CH2:9][CH:3]([CH2:4]3)[CH2:2]1)[CH2:8]2.[CH:22]1(B(O)O)[CH2:24][CH2:23]1.P([O-])([O-])([O-])=O.[K+].[K+].[K+].F[B-](F)(F)F.C1(P(C2CCCCC2)C2CCCCC2)CCCCC1. The catalyst is C1(C)C=CC=CC=1.O.C([O-])(=O)C.[Pd+2].C([O-])(=O)C. The product is [C:1]12([CH2:11][O:12][C:13]3[CH:20]=[CH:19][C:16]([C:17]#[N:18])=[CH:15][C:14]=3[CH:22]3[CH2:24][CH2:23]3)[CH2:10][CH:5]3[CH2:6][CH:7]([CH2:9][CH:3]([CH2:4]3)[CH2:2]1)[CH2:8]2. The yield is 0.920. (2) The reactants are [Br:1][C:2]1[CH:11]=[CH:10][C:9]2[CH2:8][CH2:7][CH2:6][CH:5]([OH:12])[C:4]=2[N:3]=1.C(N(CC)CC)C.[CH3:20][S:21](Cl)(=[O:23])=[O:22].C([O-])(O)=O.[Na+]. The catalyst is C(Cl)Cl. The product is [CH3:20][S:21]([O:12][CH:5]1[C:4]2[N:3]=[C:2]([Br:1])[CH:11]=[CH:10][C:9]=2[CH2:8][CH2:7][CH2:6]1)(=[O:23])=[O:22]. The yield is 0.880. (3) The reactants are Br[C:2]1[C:7]([C:8]([F:11])([F:10])[F:9])=[CH:6][C:5]([NH:12][C:13]2[N:17]=[C:16]([NH2:18])[NH:15][N:14]=2)=[CH:4][C:3]=1[Cl:19].CN1C(C)(C)CC(SC2C=CC(B3OC(C)(C)C(C)(C)O3)=CC=2)CC1(C)C.[CH3:47][S:48]([C:51]1[CH:52]=[C:53](B(O)O)[CH:54]=[CH:55][CH:56]=1)(=[O:50])=[O:49].C([O-])([O-])=O.[K+].[K+]. The catalyst is COCCOC.O1CCOCC1.CO.C1C=CC([P]([Pd]([P](C2C=CC=CC=2)(C2C=CC=CC=2)C2C=CC=CC=2)([P](C2C=CC=CC=2)(C2C=CC=CC=2)C2C=CC=CC=2)[P](C2C=CC=CC=2)(C2C=CC=CC=2)C2C=CC=CC=2)(C2C=CC=CC=2)C2C=CC=CC=2)=CC=1. The product is [Cl:19][C:3]1[CH:4]=[C:5]([NH:12][C:13]2[N:17]=[C:16]([NH2:18])[NH:15][N:14]=2)[CH:6]=[C:7]([C:8]([F:11])([F:10])[F:9])[C:2]=1[C:55]1[CH:54]=[CH:53][CH:52]=[C:51]([S:48]([CH3:47])(=[O:50])=[O:49])[CH:56]=1. The yield is 0.206. (4) The yield is 1.00. The catalyst is Cl.O1CCOCC1.CO. The product is [NH:21]1[CH2:22][CH2:23][CH2:24][C@H:19]([NH:18][C:16]([C:6]2[N:7]=[C:8]([C:10]3[CH:15]=[CH:14][CH:13]=[CH:12][CH:11]=3)[O:9][C:5]=2[NH:4][C:2]([NH2:1])=[O:3])=[O:17])[CH2:20]1. The reactants are [NH2:1][C:2]([NH:4][C:5]1[O:9][C:8]([C:10]2[CH:15]=[CH:14][CH:13]=[CH:12][CH:11]=2)=[N:7][C:6]=1[C:16]([NH:18][C@H:19]1[CH2:24][CH2:23][CH2:22][N:21](C(OC(C)(C)C)=O)[CH2:20]1)=[O:17])=[O:3]. (5) The reactants are [CH3:1][O-:2].[Na+].[Cl:4][C:5]1[CH:6]=[C:7](F)[C:8]([O:11][CH:12]2[CH2:17][CH2:16][N:15]([S:18]([C:21]3[C:22]([CH3:28])=[N:23][N:24]([CH3:27])[C:25]=3[CH3:26])(=[O:20])=[O:19])[CH2:14][CH2:13]2)=[N:9][CH:10]=1. The catalyst is CO. The product is [Cl:4][C:5]1[CH:6]=[C:7]([O:2][CH3:1])[C:8]([O:11][CH:12]2[CH2:17][CH2:16][N:15]([S:18]([C:21]3[C:22]([CH3:28])=[N:23][N:24]([CH3:27])[C:25]=3[CH3:26])(=[O:20])=[O:19])[CH2:14][CH2:13]2)=[N:9][CH:10]=1. The yield is 0.550. (6) The reactants are [Cl:1][C:2]1[CH:13]=[CH:12][C:11]([C:14]#[C:15][C:16]2[CH:21]=[CH:20][CH:19]=[C:18]([CH3:22])[N:17]=2)=[CH:10][C:3]=1[CH2:4][NH:5][C:6](=[O:9])[O:7][CH3:8]. The catalyst is C1COCC1.[Pd]. The product is [Cl:1][C:2]1[CH:13]=[CH:12][C:11]([CH2:14][CH2:15][C:16]2[CH:21]=[CH:20][CH:19]=[C:18]([CH3:22])[N:17]=2)=[CH:10][C:3]=1[CH2:4][NH:5][C:6](=[O:9])[O:7][CH3:8]. The yield is 0.534. (7) The reactants are C(OP([CH2:9][C:10]([O:12][CH2:13][CH3:14])=[O:11])(OCC)=O)C.[H-].[Na+].[CH2:17]([O:21][C:22]1[CH:26]=[C:25]([CH:27]=O)[N:24]([CH2:29][C:30]2[CH:35]=[CH:34][C:33]([C:36]([F:39])([F:38])[F:37])=[CH:32][CH:31]=2)[N:23]=1)[CH2:18][CH2:19][CH3:20].[Cl-].[NH4+]. The catalyst is CN(C)C=O.O1CCCC1. The product is [CH2:17]([O:21][C:22]1[CH:26]=[C:25](/[CH:27]=[CH:9]/[C:10]([O:12][CH2:13][CH3:14])=[O:11])[N:24]([CH2:29][C:30]2[CH:31]=[CH:32][C:33]([C:36]([F:38])([F:39])[F:37])=[CH:34][CH:35]=2)[N:23]=1)[CH2:18][CH2:19][CH3:20]. The yield is 0.720.